Dataset: Forward reaction prediction with 1.9M reactions from USPTO patents (1976-2016). Task: Predict the product of the given reaction. (1) Given the reactants [C:1]([O:5][C:6](=[O:26])[C:7]1[CH:12]=[CH:11][C:10]([CH2:13][N:14]2[N:23]=[CH:22][C:21]3[C:16](=[CH:17][C:18](Br)=[CH:19][CH:20]=3)[C:15]2=[O:25])=[CH:9][CH:8]=1)([CH3:4])([CH3:3])[CH3:2].C(N(CC)CC)C.[C:34]1([CH2:40][C:41]#[CH:42])[CH:39]=[CH:38][CH:37]=[CH:36][CH:35]=1, predict the reaction product. The product is: [C:1]([O:5][C:6](=[O:26])[C:7]1[CH:12]=[CH:11][C:10]([CH2:13][N:14]2[N:23]=[CH:22][C:21]3[C:16](=[CH:17][C:18]([C:42]#[C:41][CH2:40][C:34]4[CH:39]=[CH:38][CH:37]=[CH:36][CH:35]=4)=[CH:19][CH:20]=3)[C:15]2=[O:25])=[CH:9][CH:8]=1)([CH3:4])([CH3:3])[CH3:2]. (2) Given the reactants [Br:1][C:2]1[CH:10]=[CH:9][CH:8]=[C:7]2[C:3]=1[CH:4]=[CH:5][N:6]2S(C1C=CC(C)=CC=1)(=O)=O.[CH3:21][O:22][C:23]1[CH:28]=[CH:27][C:26]([CH3:29])=[CH:25][C:24]=1[S:30](Cl)(=[O:32])=[O:31], predict the reaction product. The product is: [Br:1][C:2]1[CH:10]=[CH:9][CH:8]=[C:7]2[C:3]=1[CH:4]=[CH:5][N:6]2[S:30]([C:24]1[CH:25]=[C:26]([CH3:29])[CH:27]=[CH:28][C:23]=1[O:22][CH3:21])(=[O:32])=[O:31]. (3) Given the reactants [C:1]([O:5][C:6](=[O:42])[N:7]([CH3:41])[CH:8]([CH3:40])[C:9]([NH:11][C:12]1[CH:17]=[CH:16][C:15]([C:18]2[N:22]3[CH:23]=[CH:24][CH:25]=[CH:26][C:21]3=[N:20][C:19]=2[CH3:27])=[C:14]([C:28]#[C:29][Si](C(C)C)(C(C)C)C(C)C)[N:13]=1)=[O:10])([CH3:4])([CH3:3])[CH3:2].C1COCC1.[F-].C([N+](CCCC)(CCCC)CCCC)CCC, predict the reaction product. The product is: [C:1]([O:5][C:6](=[O:42])[N:7]([CH:8]([CH3:40])[C:9]([NH:11][C:12]1[CH:17]=[CH:16][C:15]([C:18]2[N:22]3[CH:23]=[CH:24][CH:25]=[CH:26][C:21]3=[N:20][C:19]=2[CH3:27])=[C:14]([C:28]#[CH:29])[N:13]=1)=[O:10])[CH3:41])([CH3:4])([CH3:3])[CH3:2]. (4) Given the reactants [NH2:1][CH:2]([CH3:7])[CH2:3][C:4]([OH:6])=[O:5].[OH-].[Na+].Cl[C:11]([O:13][CH2:14][C:15]1[CH:20]=[CH:19][CH:18]=[CH:17][CH:16]=1)=[O:12], predict the reaction product. The product is: [CH2:14]([O:13][C:11]([NH:1][CH:2]([CH3:7])[CH2:3][C:4]([OH:6])=[O:5])=[O:12])[C:15]1[CH:20]=[CH:19][CH:18]=[CH:17][CH:16]=1. (5) Given the reactants C(NC1C=CC(C2C=C3C(CN([C@@H](C(C)C)C(O)=O)C3=O)=CC=2)=CC=1)(=O)C1C=CC=CC=1.[F:33][C:34]1[CH:39]=[CH:38][C:37]([C:40]2[CH:44]=[C:43]([C:45]([NH:47][C:48]3[CH:53]=[CH:52][C:51]([C:54]4[CH:62]=[C:61]5[C:57]([CH2:58][N:59]([C@@H:64]([CH:69]([CH3:71])[CH3:70])[C:65]([O:67]C)=[O:66])[C:60]5=[O:63])=[CH:56][CH:55]=4)=[CH:50][CH:49]=3)=[O:46])[O:42][N:41]=2)=[CH:36][CH:35]=1, predict the reaction product. The product is: [F:33][C:34]1[CH:39]=[CH:38][C:37]([C:40]2[CH:44]=[C:43]([C:45]([NH:47][C:48]3[CH:49]=[CH:50][C:51]([C:54]4[CH:62]=[C:61]5[C:57]([CH2:58][N:59]([C@@H:64]([CH:69]([CH3:71])[CH3:70])[C:65]([OH:67])=[O:66])[C:60]5=[O:63])=[CH:56][CH:55]=4)=[CH:52][CH:53]=3)=[O:46])[O:42][N:41]=2)=[CH:36][CH:35]=1. (6) Given the reactants [F:1][C:2]1[CH:7]=[C:6]([N:8]2[CH:12]=[C:11]([CH3:13])[N:10]=[CH:9]2)[C:5]([F:14])=[CH:4][C:3]=1[C@@H:15]([NH:17][S@@](C(C)(C)C)=O)[CH3:16].Cl, predict the reaction product. The product is: [F:1][C:2]1[CH:7]=[C:6]([N:8]2[CH:12]=[C:11]([CH3:13])[N:10]=[CH:9]2)[C:5]([F:14])=[CH:4][C:3]=1[C@@H:15]([NH2:17])[CH3:16].